Dataset: Forward reaction prediction with 1.9M reactions from USPTO patents (1976-2016). Task: Predict the product of the given reaction. (1) Given the reactants [NH:1]1[CH:5]=[CH:4][C:3](=[O:6])[NH:2]1.O(Cl)S[Cl:9].[CH3:11][N:12]([CH3:15])[CH:13]=O, predict the reaction product. The product is: [Cl-:9].[OH:6][C:3]1[NH:2][N:1]=[CH:5][C:4]=1[CH:11]=[N+:12]([CH3:15])[CH3:13]. (2) Given the reactants FC1C=CC=CC=1NC1OC(C(NC2C=CC(N3CCC(C(O)=O)CC3)=NC=2)=O)=C(C(F)(F)F)N=1.[C:36]([NH:44][C:45]1[O:46][C:47]([C:54]([NH:56][C:57]2[CH:58]=[CH:59][C:60]([N:63]3[CH2:68][CH2:67][CH:66]([C:69]([O:71]CC)=[O:70])[CH2:65][CH2:64]3)=[N:61][CH:62]=2)=[O:55])=[C:48]([C:50]([F:53])([F:52])[F:51])[N:49]=1)(=[O:43])[C:37]1[CH:42]=[CH:41][CH:40]=[CH:39][CH:38]=1, predict the reaction product. The product is: [C:36]([NH:44][C:45]1[O:46][C:47]([C:54]([NH:56][C:57]2[CH:58]=[CH:59][C:60]([N:63]3[CH2:68][CH2:67][CH:66]([C:69]([OH:71])=[O:70])[CH2:65][CH2:64]3)=[N:61][CH:62]=2)=[O:55])=[C:48]([C:50]([F:52])([F:53])[F:51])[N:49]=1)(=[O:43])[C:37]1[CH:38]=[CH:39][CH:40]=[CH:41][CH:42]=1. (3) Given the reactants [Si]([O:18][CH2:19][CH2:20][CH:21]([N:36]1[CH:41]=[C:40]([O:42][CH3:43])[C:39]([C:44]2[CH:49]=[C:48]([Cl:50])[CH:47]=[CH:46][C:45]=2[C:51]#[N:52])=[CH:38][C:37]1=[O:53])[C:22]([NH:24][C:25]1[CH:35]=[CH:34][C:28]([C:29]([O:31]CC)=[O:30])=[CH:27][CH:26]=1)=[O:23])(C(C)(C)C)(C1C=CC=CC=1)C1C=CC=CC=1.C(=O)([O-])[O-].[Cs+].[Cs+], predict the reaction product. The product is: [Cl:50][C:48]1[CH:47]=[CH:46][C:45]([C:51]#[N:52])=[C:44]([C:39]2[C:40]([O:42][CH3:43])=[CH:41][N:36]([CH:21]([CH2:20][CH2:19][OH:18])[C:22]([NH:24][C:25]3[CH:35]=[CH:34][C:28]([C:29]([OH:31])=[O:30])=[CH:27][CH:26]=3)=[O:23])[C:37](=[O:53])[CH:38]=2)[CH:49]=1. (4) Given the reactants C(OC([N:8]1[CH2:13][CH2:12][N:11]([C:14]2[C:19]([C:20]3[CH:25]=[CH:24][C:23]([O:26][CH2:27][CH3:28])=[CH:22][CH:21]=3)=[N:18][CH:17]=[CH:16][N:15]=2)[CH2:10][CH2:9]1)=O)(C)(C)C.Cl, predict the reaction product. The product is: [CH2:27]([O:26][C:23]1[CH:24]=[CH:25][C:20]([C:19]2[C:14]([N:11]3[CH2:10][CH2:9][NH:8][CH2:13][CH2:12]3)=[N:15][CH:16]=[CH:17][N:18]=2)=[CH:21][CH:22]=1)[CH3:28]. (5) Given the reactants [Cl:1][C:2]1[C:3]([S:12]([OH:15])(=O)=[O:13])=[CH:4][C:5]2[O:9][C:8](=[O:10])[NH:7][C:6]=2[CH:11]=1.S(Cl)([Cl:18])=O, predict the reaction product. The product is: [Cl:1][C:2]1[C:3]([S:12]([Cl:18])(=[O:15])=[O:13])=[CH:4][C:5]2[O:9][C:8](=[O:10])[NH:7][C:6]=2[CH:11]=1. (6) Given the reactants [H-].[Na+].[Br:3][C:4]1[CH:5]=[N:6][NH:7][CH:8]=1.Br[CH2:10][CH2:11][F:12], predict the reaction product. The product is: [Br:3][C:4]1[CH:5]=[N:6][N:7]([CH2:10][CH2:11][F:12])[CH:8]=1.